Regression. Given two drug SMILES strings and cell line genomic features, predict the synergy score measuring deviation from expected non-interaction effect. From a dataset of NCI-60 drug combinations with 297,098 pairs across 59 cell lines. Cell line: HS 578T. Synergy scores: CSS=4.67, Synergy_ZIP=7.13, Synergy_Bliss=12.1, Synergy_Loewe=5.30, Synergy_HSA=8.13. Drug 2: CC1=C(C=C(C=C1)NC2=NC=CC(=N2)N(C)C3=CC4=NN(C(=C4C=C3)C)C)S(=O)(=O)N.Cl. Drug 1: CNC(=O)C1=CC=CC=C1SC2=CC3=C(C=C2)C(=NN3)C=CC4=CC=CC=N4.